From a dataset of Forward reaction prediction with 1.9M reactions from USPTO patents (1976-2016). Predict the product of the given reaction. (1) Given the reactants C([Li])CCC.[CH2:6]([S:8]([O:11][CH2:12][CH3:13])(=[O:10])=[O:9])[CH3:7].P(Cl)(OCC)(OCC)=O.[Cl:23][C:24]1[CH:31]=[CH:30][C:27]([CH:28]=O)=[CH:26][CH:25]=1, predict the reaction product. The product is: [Cl:23][C:24]1[CH:31]=[CH:30][C:27](/[CH:28]=[C:6](/[S:8]([O:11][CH2:12][CH3:13])(=[O:10])=[O:9])\[CH3:7])=[CH:26][CH:25]=1. (2) Given the reactants [Cl:1][C:2]1[CH:7]=[CH:6][C:5](B(O)O)=[CH:4][C:3]=1[C:11]([NH:13][CH2:14][C:15]12[CH2:24][CH:19]3[CH2:20][CH:21]([CH2:23][CH:17]([CH2:18]3)[CH2:16]1)[CH2:22]2)=[O:12].Br[C:26]1[CH:31]=[CH:30][C:29]([OH:32])=[CH:28][CH:27]=1.C(=O)([O-])[O-].[K+].[K+].O, predict the reaction product. The product is: [Cl:1][C:2]1[CH:7]=[CH:6][C:5]([C:26]2[CH:31]=[CH:30][C:29]([OH:32])=[CH:28][CH:27]=2)=[CH:4][C:3]=1[C:11]([NH:13][CH2:14][C:15]12[CH2:24][CH:19]3[CH2:20][CH:21]([CH2:23][CH:17]([CH2:18]3)[CH2:16]1)[CH2:22]2)=[O:12]. (3) The product is: [CH2:12]([N:14]1[C:18]([C:19]2[CH:20]=[C:21]([CH:24]=[CH:25][CH:26]=2)[C:22]#[N:23])=[CH:17][C:16]([O:27][C:2]2[CH:7]=[CH:6][C:5]([C:8]([F:11])([F:10])[F:9])=[CH:4][CH:3]=2)=[N:15]1)[CH3:13]. Given the reactants F[C:2]1[CH:7]=[CH:6][C:5]([C:8]([F:11])([F:10])[F:9])=[CH:4][CH:3]=1.[CH2:12]([N:14]1[C:18]([C:19]2[CH:20]=[C:21]([CH:24]=[CH:25][CH:26]=2)[C:22]#[N:23])=[CH:17][C:16](=[O:27])[NH:15]1)[CH3:13].C(=O)([O-])[O-].[K+].[K+], predict the reaction product.